Dataset: Catalyst prediction with 721,799 reactions and 888 catalyst types from USPTO. Task: Predict which catalyst facilitates the given reaction. (1) Reactant: [NH2:1][C:2]1[CH:3]=[C:4]([C:7]([O:9][CH2:10][CH3:11])=[O:8])[S:5][CH:6]=1.[CH3:12][S:13](Cl)(=[O:15])=[O:14]. Product: [CH3:12][S:13]([NH:1][C:2]1[CH:3]=[C:4]([C:7]([O:9][CH2:10][CH3:11])=[O:8])[S:5][CH:6]=1)(=[O:15])=[O:14]. The catalyst class is: 17. (2) Reactant: [CH3:1][C:2]1[CH:3]=[C:4]([CH:7]=[CH:8][C:9]=1[N+:10]([O-:12])=[O:11])[CH2:5]Cl.[Br:13][C:14]1[C:15]([C:19]([F:22])([F:21])[F:20])=[N:16][NH:17][CH:18]=1.C(=O)([O-])[O-].[K+].[K+]. Product: [CH3:1][C:2]1[CH:3]=[C:4]([CH:7]=[CH:8][C:9]=1[N+:10]([O-:12])=[O:11])[CH2:5][N:17]1[CH:18]=[C:14]([Br:13])[C:15]([C:19]([F:22])([F:21])[F:20])=[N:16]1. The catalyst class is: 39. (3) Reactant: [CH2:1]([O:3][C:4](=[O:18])[CH2:5][CH:6]1[O:10][B:9]([OH:11])[C:8]2[CH:12]=[C:13]([OH:17])[CH:14]=[C:15]([CH3:16])[C:7]1=2)[CH3:2].C([O-])([O-])=O.[Cs+].[Cs+].Cl[C:26]1[CH:31]=[N:30][CH:29]=[CH:28][N:27]=1.Cl. Product: [CH2:1]([O:3][C:4](=[O:18])[CH2:5][CH:6]1[O:10][B:9]([OH:11])[C:8]2[CH:12]=[C:13]([O:17][C:26]3[CH:31]=[N:30][CH:29]=[CH:28][N:27]=3)[CH:14]=[C:15]([CH3:16])[C:7]1=2)[CH3:2]. The catalyst class is: 3. (4) Reactant: FC(F)(F)C(O)=O.[CH3:8][O:9][C:10](=[O:30])[CH2:11][C:12]1[C:21]([CH3:22])=[C:20]([CH:23]2[CH2:28][CH2:27][NH:26][CH2:25][CH2:24]2)[C:19]2[C:14](=[CH:15][CH:16]=[C:17]([F:29])[CH:18]=2)[CH:13]=1.C(N(CC)C(C)C)(C)C.[Cl:40][C:41]1[CH:42]=[C:43]([CH2:47][S:48](Cl)(=[O:50])=[O:49])[CH:44]=[CH:45][CH:46]=1. Product: [CH3:8][O:9][C:10](=[O:30])[CH2:11][C:12]1[C:21]([CH3:22])=[C:20]([CH:23]2[CH2:24][CH2:25][N:26]([S:48]([CH2:47][C:43]3[CH:44]=[CH:45][CH:46]=[C:41]([Cl:40])[CH:42]=3)(=[O:49])=[O:50])[CH2:27][CH2:28]2)[C:19]2[C:14](=[CH:15][CH:16]=[C:17]([F:29])[CH:18]=2)[CH:13]=1. The catalyst class is: 34. (5) Reactant: [I:1][C:2]1[CH:3]=[C:4]([C:8]2[O:12][C:11]([CH:13]=O)=[CH:10][CH:9]=2)[CH:5]=[CH:6][CH:7]=1.[CH2:15]([O:17][C:18](=[O:27])[CH2:19][N:20]1[C:24](=[O:25])[CH2:23][NH:22][C:21]1=[S:26])[CH3:16].N1CCCCC1. Product: [CH2:15]([O:17][C:18](=[O:27])[CH2:19][N:20]1[C:24](=[O:25])/[C:23](=[CH:13]/[C:11]2[O:12][C:8]([C:4]3[CH:5]=[CH:6][CH:7]=[C:2]([I:1])[CH:3]=3)=[CH:9][CH:10]=2)/[NH:22][C:21]1=[S:26])[CH3:16]. The catalyst class is: 4. (6) Reactant: CC(C)([O-])C.[Na+].[OH:7][CH2:8][CH2:9][C@H:10]1[CH2:12][C@@H:11]1[CH:13]1[CH2:18][CH2:17][N:16]([C:19]([O:21][C:22]([CH3:25])([CH3:24])[CH3:23])=[O:20])[CH2:15][CH2:14]1.Br[C:27]1[CH:32]=[CH:31][C:30]([S:33]([CH3:36])(=[O:35])=[O:34])=[CH:29][N:28]=1. Product: [CH3:36][S:33]([C:30]1[CH:31]=[CH:32][C:27]([O:7][CH2:8][CH2:9][C@H:10]2[CH2:12][C@@H:11]2[CH:13]2[CH2:18][CH2:17][N:16]([C:19]([O:21][C:22]([CH3:25])([CH3:24])[CH3:23])=[O:20])[CH2:15][CH2:14]2)=[N:28][CH:29]=1)(=[O:35])=[O:34]. The catalyst class is: 1. (7) Reactant: [O:1]1[C:5]2([CH2:10][CH2:9][C:8](=[O:11])[CH2:7][CH2:6]2)[O:4][CH2:3][CH2:2]1.C[Si]([N-][Si](C)(C)C)(C)C.[Na+].[O:22](S(C(F)(F)F)(=O)=O)[S:23]([C:26]([F:29])([F:28])[F:27])(=O)=[O:24]. Product: [F:27][C:26]([F:29])([F:28])[S:23]([O:11][C:8]1[CH2:7][CH2:6][C:5]2([O:4][CH2:3][CH2:2][O:1]2)[CH2:10][CH:9]=1)(=[O:24])=[O:22]. The catalyst class is: 28. (8) Reactant: Cl[C:2]1[N:7]=[C:6]([C:8]([O:10][CH3:11])=[O:9])[C:5]([NH:12][C:13]([C:15]2[C:24]3[C:19](=[CH:20][CH:21]=[CH:22][CH:23]=3)[C:18]([CH3:25])=[CH:17][CH:16]=2)=[O:14])=[CH:4][CH:3]=1.[C-]#N.[K+].C1(P(C2C=CC=CC=2)CCCCCP(C2C=CC=CC=2)C2C=CC=CC=2)C=CC=CC=1.[CH3:60][N:61](CCN(C)C)C. Product: [C:60]([C:2]1[N:7]=[C:6]([C:8]([O:10][CH3:11])=[O:9])[C:5]([NH:12][C:13]([C:15]2[C:24]3[C:19](=[CH:20][CH:21]=[CH:22][CH:23]=3)[C:18]([CH3:25])=[CH:17][CH:16]=2)=[O:14])=[CH:4][CH:3]=1)#[N:61]. The catalyst class is: 451. (9) Reactant: [N:1]1[CH:6]=[CH:5][CH:4]=[N:3][C:2]=1[N:7]1[CH2:12][CH2:11][N:10]([CH2:13][C:14]2[CH:19]=[CH:18][C:17]([CH2:20][NH:21]C(=O)C)=[CH:16][CH:15]=2)[CH2:9][CH2:8]1.[OH-].[Na+]. Product: [NH2:21][CH2:20][C:17]1[CH:18]=[CH:19][C:14]([CH2:13][N:10]2[CH2:9][CH2:8][N:7]([C:2]3[N:1]=[CH:6][CH:5]=[CH:4][N:3]=3)[CH2:12][CH2:11]2)=[CH:15][CH:16]=1. The catalyst class is: 33. (10) Reactant: Cl.N[C:3]1[CH:8]=[CH:7][C:6]2[C:9]3[S:10][C:11]4[CH:18]=[C:17]([CH2:19][CH3:20])[CH:16]=[CH:15][C:12]=4[C:13]=3[S:14][C:5]=2[CH:4]=1.N([O-])=O.[Na+].[I-:25].[K+]. Product: [I:25][C:3]1[CH:8]=[CH:7][C:6]2[C:9]3[S:10][C:11]4[CH:18]=[C:17]([CH2:19][CH3:20])[CH:16]=[CH:15][C:12]=4[C:13]=3[S:14][C:5]=2[CH:4]=1. The catalyst class is: 6.